From a dataset of Reaction yield outcomes from USPTO patents with 853,638 reactions. Predict the reaction yield, written as a fraction of the theoretical maximum amount of product (1.0 means a 100% yield; for example, 0.34 means a 34% yield). (1) The reactants are Cl.Cl.Cl.[Cl:4][C:5]1[CH:6]=[N:7][C:8]2[NH:9][C:10]3[CH:11]=[N:12][CH:13]=[C:14]([CH:27]=3)[CH2:15][CH2:16][C:17]3[CH:25]=[C:21]([NH:22][C:23]=1[N:24]=2)[CH:20]=[CH:19][C:18]=3N.N([O-])=O.[Na+].[I-:32].[K+].[Cu](C#N)C#N. The catalyst is S(=O)(=O)(O)O.O. The product is [Cl:4][C:5]1[CH:6]=[N:7][C:8]2[NH:9][C:10]3[CH:11]=[N:12][CH:13]=[C:14]([CH:27]=3)[CH2:15][CH2:16][C:17]3[CH:25]=[C:21]([NH:22][C:23]=1[N:24]=2)[CH:20]=[CH:19][C:18]=3[I:32]. The yield is 0.930. (2) The reactants are [OH-].[OH-].[C:3]1([B+2])[CH:8]=[CH:7][CH:6]=[CH:5][CH:4]=1.[F-].[K+].Br[C:13]1[S:14][CH:15]=[CH:16][CH:17]=1. The catalyst is C([O-])(=O)C.[Pd+2].C([O-])(=O)C.C(P(C(C)(C)C)C1C=CC=CC=1C1C=CC=CC=1)(C)(C)C.C1COCC1. The product is [C:3]1([C:13]2[S:14][CH:15]=[CH:16][CH:17]=2)[CH:8]=[CH:7][CH:6]=[CH:5][CH:4]=1. The yield is 0.990. (3) The catalyst is CO. The yield is 0.820. The product is [CH2:1]1[S:5][C@H:4]([CH2:6][OH:7])[O:3][C@@H:2]1[N:8]1[C:13](=[O:14])[N:12]=[C:11]([NH2:15])[C:10]([F:16])=[CH:9]1. The reactants are [CH2:1]1[S:5][C@H:4]([CH2:6][OH:7])[O:3][C@@H:2]1[N:8]1[C:13](=[O:14])[N:12]=[C:11]([NH2:15])[C:10]([F:16])=[CH:9]1.Cl.C(N(CC)CC)C. (4) The reactants are [Cl:1][C:2]1[C:7]([CH:8]([OH:10])[CH3:9])=[CH:6][CH:5]=[CH:4][N:3]=1.C(O)(C)C.C([O-])(O)=O.[Na+]. The catalyst is CC(C)=O.[O-2].[Cr+6].[O-2].[O-2]. The product is [Cl:1][C:2]1[C:7]([C:8](=[O:10])[CH3:9])=[CH:6][CH:5]=[CH:4][N:3]=1. The yield is 0.770. (5) The reactants are CCCC[N+](CCCC)(CCCC)CCCC.[F-].[C:19]([C@H:22]1[O:30][C@H:29]2[C@H:25]([N:26]=[C:27]([N:31]([CH3:39])[C:32](=[O:38])[O:33][C:34]([CH3:37])([CH3:36])[CH3:35])[S:28]2)[C@@H:24]([O:40][CH2:41][CH:42]=[CH2:43])[C@@H:23]1[O:44][CH2:45][CH:46]=[CH2:47])(=[O:21])[CH3:20].[Si]([C:52]([F:55])([F:54])[F:53])(C)(C)C. The catalyst is C1COCC1. The product is [CH2:45]([O:44][C@@H:23]1[C@@H:22]([C@@:19]([OH:21])([CH3:20])[C:52]([F:55])([F:54])[F:53])[O:30][C@H:29]2[C@H:25]([N:26]=[C:27]([N:31]([CH3:39])[C:32](=[O:38])[O:33][C:34]([CH3:35])([CH3:36])[CH3:37])[S:28]2)[C@H:24]1[O:40][CH2:41][CH:42]=[CH2:43])[CH:46]=[CH2:47]. The yield is 0.690. (6) The reactants are [Br:1]Br.[Cl:3][C:4]1[CH:23]=[CH:22][C:7]([O:8][C:9]2[CH:14]=[CH:13][C:12]([C:15](=[O:17])[CH3:16])=[C:11]([C:18]([F:21])([F:20])[F:19])[CH:10]=2)=[CH:6][CH:5]=1.C(=O)(O)[O-].[Na+]. The catalyst is C(OCC)C. The product is [Br:1][CH2:16][C:15]([C:12]1[CH:13]=[CH:14][C:9]([O:8][C:7]2[CH:6]=[CH:5][C:4]([Cl:3])=[CH:23][CH:22]=2)=[CH:10][C:11]=1[C:18]([F:19])([F:20])[F:21])=[O:17]. The yield is 0.830.